From a dataset of Reaction yield outcomes from USPTO patents with 853,638 reactions. Predict the reaction yield, written as a fraction of the theoretical maximum amount of product (1.0 means a 100% yield; for example, 0.34 means a 34% yield). The reactants are [Br:1][C:2]1[C:3](F)=[C:4]2[C:10]([NH:11][C:12](=[O:21])[C:13]3[CH:18]=[CH:17][CH:16]=[C:15]([O:19][CH3:20])[CH:14]=3)=[CH:9][NH:8][C:5]2=[N:6][CH:7]=1.[NH:23]1[CH2:28][CH2:27][CH2:26][C@@H:25]([NH:29][C:30](=[O:36])[O:31][C:32]([CH3:35])([CH3:34])[CH3:33])[CH2:24]1.CC#N.O. The catalyst is CCCCO. The product is [Br:1][C:2]1[C:3]([N:23]2[CH2:28][CH2:27][CH2:26][C@@H:25]([NH:29][C:30](=[O:36])[O:31][C:32]([CH3:34])([CH3:33])[CH3:35])[CH2:24]2)=[C:4]2[C:10]([NH:11][C:12](=[O:21])[C:13]3[CH:18]=[CH:17][CH:16]=[C:15]([O:19][CH3:20])[CH:14]=3)=[CH:9][NH:8][C:5]2=[N:6][CH:7]=1. The yield is 0.740.